From a dataset of Full USPTO retrosynthesis dataset with 1.9M reactions from patents (1976-2016). Predict the reactants needed to synthesize the given product. (1) Given the product [Br:19][C:14]1[CH:15]=[C:16]2[C:11](=[CH:12][CH:13]=1)[CH:10]=[C:9]([C:6]([OH:8])=[O:2])[CH:18]=[CH:17]2, predict the reactants needed to synthesize it. The reactants are: Cl[O-:2].[Na+].[OH-].[Na+].[C:6]([C:9]1[CH:18]=[CH:17][C:16]2[C:11](=[CH:12][CH:13]=[C:14]([Br:19])[CH:15]=2)[CH:10]=1)(=[O:8])C. (2) Given the product [Cl:6][C:7]1[CH:12]=[CH:11][C:10]([CH2:2][C:1]([OH:4])=[O:3])=[CH:9][C:8]=1[C:16]([F:17])([F:18])[F:19], predict the reactants needed to synthesize it. The reactants are: [C:1]([OH:4])(=[O:3])[CH3:2].Cl.[Cl:6][C:7]1[CH:12]=[CH:11][C:10](CC#N)=[CH:9][C:8]=1[C:16]([F:19])([F:18])[F:17].